Dataset: Forward reaction prediction with 1.9M reactions from USPTO patents (1976-2016). Task: Predict the product of the given reaction. (1) Given the reactants [CH3:1][O:2][C:3]([C:5]1[S:6][C:7]([CH2:10][CH2:11][CH2:12][C@H:13]2[CH2:17][CH2:16][C:15]([C:19]([CH3:27])([CH3:26])[O:20][SiH2:21][C:22]([CH3:25])([CH3:24])[CH3:23])(O)[C@@H:14]2[C:28]2[CH:33]=[CH:32][C:31]([CH:34]([O:40][CH2:41][C:42]3[CH:47]=[CH:46][C:45]([O:48][CH3:49])=[CH:44][CH:43]=3)[CH2:35][CH2:36][CH2:37][CH2:38][CH3:39])=[CH:30][CH:29]=2)=[CH:8][CH:9]=1)=[O:4].C([N+](CC)(CC)S(NC(=O)OC)(=O)=O)C, predict the reaction product. The product is: [CH3:1][O:2][C:3]([C:5]1[S:6][C:7]([CH2:10][CH2:11][CH2:12][C@H:13]2[CH2:17][CH2:16][C:15]([C:19]([CH3:27])([CH3:26])[O:20][SiH2:21][C:22]([CH3:25])([CH3:23])[CH3:24])=[C:14]2[C:28]2[CH:29]=[CH:30][C:31]([CH:34]([O:40][CH2:41][C:42]3[CH:43]=[CH:44][C:45]([O:48][CH3:49])=[CH:46][CH:47]=3)[CH2:35][CH2:36][CH2:37][CH2:38][CH3:39])=[CH:32][CH:33]=2)=[CH:8][CH:9]=1)=[O:4]. (2) The product is: [ClH:23].[C:1]1([C:7]2[C:15]([C:16]([OH:18])=[O:17])=[C:10]3[CH:11]=[CH:12][CH:13]=[CH:14][N:9]3[N:8]=2)[CH:2]=[CH:3][CH:4]=[CH:5][CH:6]=1. Given the reactants [C:1]1([C:7]2[C:15]([C:16]([O:18]CC)=[O:17])=[C:10]3[CH:11]=[CH:12][CH:13]=[CH:14][N:9]3[N:8]=2)[CH:6]=[CH:5][CH:4]=[CH:3][CH:2]=1.[OH-].[Na+].[ClH:23], predict the reaction product. (3) The product is: [Br:1][C:2]1[CH:7]=[CH:6][C:5]([C@H:8]([N:10]=[C:11]=[O:13])[CH3:9])=[CH:4][CH:3]=1. Given the reactants [Br:1][C:2]1[CH:7]=[CH:6][C:5]([C@H:8]([NH2:10])[CH3:9])=[CH:4][CH:3]=1.[C:11](OCC)(=[O:13])C, predict the reaction product. (4) Given the reactants Cl[C:2]1[N:11]=[C:10]([NH:12][CH2:13][CH2:14][C:15]2[CH:20]=[CH:19][CH:18]=[CH:17][CH:16]=2)[C:9]2[C:4](=[CH:5][CH:6]=[CH:7][CH:8]=2)[N:3]=1.[CH3:21][C:22]1[C:27](B(O)O)=[CH:26][N:25]2[CH:31]=[CH:32][N:33]=[C:24]2[CH:23]=1.C(NC1C2C(=CC=CC=2)N=C(C2SC3C=CC=CC=3C=2)N=1)(C1C=CC=CC=1)C1C=CC=CC=1, predict the reaction product. The product is: [CH3:21][C:22]1[C:27]([C:2]2[N:11]=[C:10]([NH:12][CH2:13][CH2:14][C:15]3[CH:20]=[CH:19][CH:18]=[CH:17][CH:16]=3)[C:9]3[C:4](=[CH:5][CH:6]=[CH:7][CH:8]=3)[N:3]=2)=[CH:26][N:25]2[CH:31]=[CH:32][N:33]=[C:24]2[CH:23]=1. (5) Given the reactants [Li]CCCC.[OH-].[Na+].[CH:8]1([C:11]([O:13][C:14]([CH3:17])([CH3:16])[CH3:15])=[O:12])[CH2:10][CH2:9]1.Br[CH2:19][CH2:20][CH2:21][CH2:22][CH2:23][Cl:24].Cl, predict the reaction product. The product is: [Cl:24][CH2:23][CH2:22][CH2:21][CH2:20][CH2:19][C:8]1([C:11]([O:13][C:14]([CH3:17])([CH3:16])[CH3:15])=[O:12])[CH2:10][CH2:9]1. (6) Given the reactants O[C:2]1[C:11]([NH:12][C:13](=[O:21])[C:14]2[CH:19]=[CH:18][CH:17]=[C:16]([CH3:20])[CH:15]=2)=[CH:10][CH:9]=[CH:8][C:3]=1[C:4]([O:6][CH3:7])=[O:5].CC1C=CC(S(O)(=O)=O)=CC=1, predict the reaction product. The product is: [C:16]1([CH3:20])[CH:17]=[CH:18][CH:19]=[C:14]([C:13]2[O:21][C:2]3[C:3]([C:4]([O:6][CH3:7])=[O:5])=[CH:8][CH:9]=[CH:10][C:11]=3[N:12]=2)[CH:15]=1. (7) Given the reactants [F:1][C:2]1[C:7]([CH:8]([CH3:10])[CH3:9])=[CH:6][C:5]([C:11]2[CH:19]=[C:18]3[C:14]([C:15]([CH3:20])=[CH:16][CH2:17]3)=[CH:13][C:12]=2[C:21]([O:23][CH3:24])=[O:22])=[C:4]([O:25][CH3:26])[CH:3]=1, predict the reaction product. The product is: [F:1][C:2]1[C:7]([CH:8]([CH3:9])[CH3:10])=[CH:6][C:5]([C:11]2[CH:19]=[C:18]3[C:14]([CH:15]([CH3:20])[CH2:16][CH2:17]3)=[CH:13][C:12]=2[C:21]([O:23][CH3:24])=[O:22])=[C:4]([O:25][CH3:26])[CH:3]=1. (8) Given the reactants Cl[C:2]1[CH:7]=[C:6]([Cl:8])[N:5]=[C:4]([CH3:9])[N:3]=1.C(N(CC)CC)C.[CH3:17][N:18]1[CH:22]=[C:21]([CH2:23][NH2:24])[CH:20]=[N:19]1, predict the reaction product. The product is: [Cl:8][C:6]1[N:5]=[C:4]([CH3:9])[N:3]=[C:2]([NH:24][CH2:23][C:21]2[CH:20]=[N:19][N:18]([CH3:17])[CH:22]=2)[CH:7]=1.